Dataset: Reaction yield outcomes from USPTO patents with 853,638 reactions. Task: Predict the reaction yield, written as a fraction of the theoretical maximum amount of product (1.0 means a 100% yield; for example, 0.34 means a 34% yield). (1) The yield is 0.320. The reactants are I[C:2]1[CH:22]=[N:21][C:5]2[NH:6][CH2:7][C:8](=[O:20])[N:9]([CH2:10][C:11]3[CH:16]=[C:15]([F:17])[C:14]([F:18])=[CH:13][C:12]=3[F:19])[C:4]=2[CH:3]=1.[CH3:23][N:24]1[CH2:29][CH2:28][N:27]([C:30]([C:32]2[CH:37]=[CH:36][C:35](B3OC(C)(C)C(C)(C)O3)=[CH:34][CH:33]=2)=[O:31])[CH2:26][CH2:25]1. The product is [CH3:23][N:24]1[CH2:29][CH2:28][N:27]([C:30]([C:32]2[CH:37]=[CH:36][C:35]([C:2]3[CH:22]=[N:21][C:5]4[NH:6][CH2:7][C:8](=[O:20])[N:9]([CH2:10][C:11]5[CH:16]=[C:15]([F:17])[C:14]([F:18])=[CH:13][C:12]=5[F:19])[C:4]=4[CH:3]=3)=[CH:34][CH:33]=2)=[O:31])[CH2:26][CH2:25]1. No catalyst specified. (2) The reactants are [H-].[Na+].[C:3]([CH2:5][C:6]([O:8][C:9]([CH3:12])([CH3:11])[CH3:10])=[O:7])#[N:4].Br[CH2:14][CH2:15][O:16][CH2:17][CH2:18]Br. The catalyst is CN(C=O)C. The product is [C:3]([C:5]1([C:6]([O:8][C:9]([CH3:12])([CH3:11])[CH3:10])=[O:7])[CH2:18][CH2:17][O:16][CH2:15][CH2:14]1)#[N:4]. The yield is 0.570.